Dataset: Human liver microsome stability data. Task: Regression/Classification. Given a drug SMILES string, predict its absorption, distribution, metabolism, or excretion properties. Task type varies by dataset: regression for continuous measurements (e.g., permeability, clearance, half-life) or binary classification for categorical outcomes (e.g., BBB penetration, CYP inhibition). Dataset: hlm. The molecule is CCC(C)NC(=O)c1nc(-c2cccs2)nc(O)c1O. The result is 0 (unstable in human liver microsomes).